From a dataset of Forward reaction prediction with 1.9M reactions from USPTO patents (1976-2016). Predict the product of the given reaction. (1) Given the reactants [Cl:1][C:2]1[CH:3]=[N:4][CH:5]=[CH:6][C:7]=1[C:8]1[C:9]([C:18]2[CH:19]=[N:20][CH:21]=[CH:22][CH:23]=2)=[N:10][C:11]([NH2:17])=[C:12]([N+:14]([O-])=O)[CH:13]=1.Cl, predict the reaction product. The product is: [Cl:1][C:2]1[CH:3]=[N:4][CH:5]=[CH:6][C:7]=1[C:8]1[C:9]([C:18]2[CH:19]=[N:20][CH:21]=[CH:22][CH:23]=2)=[N:10][C:11]([NH2:17])=[C:12]([NH2:14])[CH:13]=1. (2) Given the reactants [CH2:1]1[CH:5]2[CH2:6][NH:7][CH2:8][CH:4]2[CH2:3][N:2]1[C:9]([O:11][C:12]([CH3:15])([CH3:14])[CH3:13])=[O:10].Br[C:17]1[CH:18]=[N:19][CH:20]=[C:21]([CH:27]=1)[C:22]([O:24][CH2:25][CH3:26])=[O:23].C1(P(C2C=CC=CC=2)C2C3OC4C(=CC=CC=4P(C4C=CC=CC=4)C4C=CC=CC=4)C(C)(C)C=3C=CC=2)C=CC=CC=1.C(=O)([O-])[O-].[Cs+].[Cs+], predict the reaction product. The product is: [CH2:25]([O:24][C:22]([C:21]1[CH:27]=[C:17]([N:7]2[CH2:6][CH:5]3[CH2:1][N:2]([C:9]([O:11][C:12]([CH3:15])([CH3:14])[CH3:13])=[O:10])[CH2:3][CH:4]3[CH2:8]2)[CH:18]=[N:19][CH:20]=1)=[O:23])[CH3:26]. (3) The product is: [Br:12][C:6]1[CH:5]=[C:4]([F:13])[CH:3]=[CH:8][C:7]=1[NH:9][O:10][CH3:14]. Given the reactants CO[C:3]1[CH:8]=[C:7]([N+:9]([O-])=[O:10])[C:6]([Br:12])=[CH:5][C:4]=1[F:13].[C:14](O)(=O)C.C(O)C.C(=O)([O-])[O-].[K+].[K+], predict the reaction product. (4) Given the reactants [CH2:1]([O:3][C:4](=[O:16])[C:5]1[C:10]([O:11][CH2:12]C)=[CH:9][C:8]([CH3:14])=[N:7][C:6]=1[Cl:15])[CH3:2].C[O-].[Na+], predict the reaction product. The product is: [CH2:1]([O:3][C:4](=[O:16])[C:5]1[C:10]([O:11][CH3:12])=[CH:9][C:8]([CH3:14])=[N:7][C:6]=1[Cl:15])[CH3:2]. (5) Given the reactants Br[C:2]1[CH:7]=[CH:6][C:5]([C:8]2[N:13]=[C:12]3[N:14]([CH2:27][O:28][CH2:29][CH2:30][Si:31]([CH3:34])([CH3:33])[CH3:32])[C:15]([O:17][C@H:18]4[C@H:22]5[O:23][CH2:24][C@@H:25]([OH:26])[C@H:21]5[O:20][CH2:19]4)=[N:16][C:11]3=[CH:10][C:9]=2[Cl:35])=[CH:4][CH:3]=1.[NH:36]1[CH2:41][CH2:40][CH:39]([NH:42][C:43](=[O:46])[O:44][CH3:45])[CH2:38][CH2:37]1, predict the reaction product. The product is: [Cl:35][C:9]1[CH:10]=[C:11]2[N:16]=[C:15]([O:17][C@@H:18]3[CH2:19][O:20][C@@H:21]4[C@H:25]([OH:26])[CH2:24][O:23][C@H:22]34)[N:14]([CH2:27][O:28][CH2:29][CH2:30][Si:31]([CH3:34])([CH3:33])[CH3:32])[C:12]2=[N:13][C:8]=1[C:5]1[CH:6]=[CH:7][C:2]([N:36]2[CH2:37][CH2:38][CH:39]([NH:42][C:43](=[O:46])[O:44][CH3:45])[CH2:40][CH2:41]2)=[CH:3][CH:4]=1. (6) Given the reactants C([Li])CCC.[CH2:6]1[CH2:11][CH2:10][CH2:9][CH2:8][CH:7]1[CH2:12][O:13][C:14]1[CH:19]=[CH:18][CH:17]=[CH:16][C:15]=1Br.[CH2:21]([N:28]1[CH2:33][CH2:32][CH:31]([CH2:34][CH:35]=[O:36])[CH2:30][CH2:29]1)[C:22]1[CH:27]=[CH:26][CH:25]=[CH:24][CH:23]=1.O, predict the reaction product. The product is: [CH2:21]([N:28]1[CH2:33][CH2:32][CH:31]([CH2:34][CH:35]([OH:36])[C:15]2[CH:16]=[CH:17][CH:18]=[CH:19][C:14]=2[O:13][CH2:12][CH:7]2[CH2:8][CH2:9][CH2:10][CH2:11][CH2:6]2)[CH2:30][CH2:29]1)[C:22]1[CH:27]=[CH:26][CH:25]=[CH:24][CH:23]=1. (7) The product is: [Cl:11][C:8]1[CH:9]=[CH:10][C:5]2[N:6]([C:2]([C:18]3[S:19][C:15]([C:12](=[O:14])[CH3:13])=[CH:16][CH:17]=3)=[CH:3][N:4]=2)[N:7]=1. Given the reactants Br[C:2]1[N:6]2[N:7]=[C:8]([Cl:11])[CH:9]=[CH:10][C:5]2=[N:4][CH:3]=1.[C:12]([C:15]1[S:19][C:18](B(O)O)=[CH:17][CH:16]=1)(=[O:14])[CH3:13].C([O-])([O-])=O.[K+].[K+], predict the reaction product. (8) Given the reactants [CH3:1][N:2]1[CH:6]=[C:5]([C:7]([OH:9])=O)[N:4]=[N:3]1.Cl.[Br:11][C:12]1[CH:13]=[CH:14][C:15]([O:20][C@H:21]2[CH2:26][CH2:25][NH:24][CH2:23][C@H:22]2[F:27])=[C:16]([CH:19]=1)[C:17]#[N:18].C(N(CC)C(C)C)(C)C.CN(C(ON1N=NC2C=CC=NC1=2)=[N+](C)C)C.F[P-](F)(F)(F)(F)F, predict the reaction product. The product is: [Br:11][C:12]1[CH:13]=[CH:14][C:15]([O:20][C@H:21]2[CH2:26][CH2:25][N:24]([C:7]([C:5]3[N:4]=[N:3][N:2]([CH3:1])[CH:6]=3)=[O:9])[CH2:23][C@H:22]2[F:27])=[C:16]([CH:19]=1)[C:17]#[N:18].